This data is from Full USPTO retrosynthesis dataset with 1.9M reactions from patents (1976-2016). The task is: Predict the reactants needed to synthesize the given product. (1) Given the product [CH2:1]([N:3]1[C:7]2[N:8]=[C:9]([C:18]3[CH:19]=[CH:20][C:21]([NH:24][C:25]([NH:27][C:28]4[CH:36]=[CH:35][C:31]([C:32]([NH2:39])=[O:34])=[CH:30][CH:29]=4)=[O:26])=[CH:22][CH:23]=3)[N:10]=[C:11]([N:12]3[CH2:13][CH2:14][O:15][CH2:16][CH2:17]3)[C:6]=2[N:5]=[N:4]1)[CH3:2], predict the reactants needed to synthesize it. The reactants are: [CH2:1]([N:3]1[C:7]2[N:8]=[C:9]([C:18]3[CH:23]=[CH:22][C:21]([NH:24][C:25]([NH:27][C:28]4[CH:36]=[CH:35][C:31]([C:32]([OH:34])=O)=[CH:30][CH:29]=4)=[O:26])=[CH:20][CH:19]=3)[N:10]=[C:11]([N:12]3[CH2:17][CH2:16][O:15][CH2:14][CH2:13]3)[C:6]=2[N:5]=[N:4]1)[CH3:2].CC[N:39](C(C)C)C(C)C.CN(C(ON1N=NC2C=CC=CC1=2)=[N+](C)C)C.F[P-](F)(F)(F)(F)F.N. (2) Given the product [NH2:21][C@H:22]([CH3:25])[CH2:23][O:24][C:17]1[CH:16]=[CH:15][CH:14]=[C:13]2[C:18]=1[C:9]([NH:8][C:6]1[CH:5]=[CH:4][C:3]([OH:20])=[C:2]([Cl:1])[CH:7]=1)=[N:10][CH:11]=[N:12]2, predict the reactants needed to synthesize it. The reactants are: [Cl:1][C:2]1[CH:7]=[C:6]([NH:8][C:9]2[C:18]3[C:13](=[CH:14][CH:15]=[CH:16][C:17]=3F)[N:12]=[CH:11][N:10]=2)[CH:5]=[CH:4][C:3]=1[OH:20].[NH2:21][C@H:22]([CH3:25])[CH2:23][OH:24]. (3) Given the product [S:10]=[C:36]1[NH:35][C@H:34]2[CH2:33][S:32][C@@H:31]([CH2:30][CH2:29][CH2:28][CH2:27][C:25]([O:24][CH3:23])=[O:26])[C@H:39]2[NH:38]1, predict the reactants needed to synthesize it. The reactants are: COC1C=CC(P2(SP(C3C=CC(OC)=CC=3)(=S)S2)=[S:10])=CC=1.[CH3:23][O:24][C:25]([CH2:27][CH2:28][CH2:29][CH2:30][C@H:31]1[C@@H:39]2[C@@H:34]([NH:35][C:36]([NH:38]2)=O)[CH2:33][S:32]1)=[O:26]. (4) Given the product [C:30]([C:27]([C:23]1[CH:22]=[C:21]([CH:26]=[CH:25][CH:24]=1)[C:20]([NH:19][C:14]1[CH:15]=[CH:16][C:17]([CH3:18])=[C:12]([O:11][C:6]2[N:5]=[C:4]3[S:3][C:2]([NH:1][C:36](=[O:37])[CH2:35][N:34]([CH3:39])[CH3:33])=[N:10][C:9]3=[CH:8][CH:7]=2)[CH:13]=1)=[O:32])([CH3:29])[CH3:28])#[N:31], predict the reactants needed to synthesize it. The reactants are: [NH2:1][C:2]1[S:3][C:4]2[C:9]([N:10]=1)=[CH:8][CH:7]=[C:6]([O:11][C:12]1[CH:13]=[C:14]([NH:19][C:20](=[O:32])[C:21]3[CH:26]=[CH:25][CH:24]=[C:23]([C:27]([C:30]#[N:31])([CH3:29])[CH3:28])[CH:22]=3)[CH:15]=[CH:16][C:17]=1[CH3:18])[N:5]=2.[CH3:33][N:34]([CH3:39])[CH2:35][C:36](O)=[O:37].F[P-](F)(F)(F)(F)F.N1(OC(N(C)C)=[N+](C)C)C2N=CC=CC=2N=N1.C(=O)([O-])O.[Na+].